This data is from Catalyst prediction with 721,799 reactions and 888 catalyst types from USPTO. The task is: Predict which catalyst facilitates the given reaction. (1) Reactant: [OH:1][C:2]1[CH:3]=[C:4]2[C:9](=[CH:10][CH:11]=1)[O:8][CH:7]([C:12]1[CH:17]=[CH:16][CH:15]=[CH:14][CH:13]=1)[CH2:6][CH2:5]2.[F-].[K+].Cl[C:21]1[C:26]([N+:27]([O-:29])=[O:28])=[CH:25][CH:24]=[CH:23][N:22]=1.Cl. Product: [N+:27]([C:26]1[C:21]([O:1][C:2]2[CH:3]=[C:4]3[C:9](=[CH:10][CH:11]=2)[O:8][CH:7]([C:12]2[CH:17]=[CH:16][CH:15]=[CH:14][CH:13]=2)[CH2:6][CH2:5]3)=[N:22][CH:23]=[CH:24][CH:25]=1)([O-:29])=[O:28]. The catalyst class is: 303. (2) Reactant: Br[CH2:2][C:3]([C:5]1[CH:10]=[CH:9][CH:8]=[CH:7][N:6]=1)=O.[Br:11][C:12]1[CH:13]=[C:14]([CH:18]=[C:19]([I:21])[CH:20]=1)[C:15]([NH2:17])=[O:16]. Product: [Br:11][C:12]1[CH:13]=[C:14]([C:15]2[O:16][CH:2]=[C:3]([C:5]3[CH:10]=[CH:9][CH:8]=[CH:7][N:6]=3)[N:17]=2)[CH:18]=[C:19]([I:21])[CH:20]=1. The catalyst class is: 11. (3) Reactant: Cl.FC1C=C(C=CC=1)CN1C=C(C2C3C(=NC=C(C4C=CC(C5CCNCC5)=CC=4)C=3)N(S(C3C=CC(C)=CC=3)(=O)=O)C=2)C=N1.[F:46][C:47]1[CH:48]=[C:49]([CH:94]=[C:95]([F:97])[CH:96]=1)[CH2:50][N:51]1[CH:55]=[CH:54][C:53]([C:56]2[C:64]3[C:59](=[N:60][CH:61]=[C:62]([C:65]4[CH:70]=[CH:69][C:68]([N:71]5[CH2:76][CH2:75][N:74]([C:77]([O:79][C:80]([CH3:83])([CH3:82])[CH3:81])=[O:78])[CH2:73][CH2:72]5)=[CH:67][CH:66]=4)[CH:63]=3)[N:58](S(C3C=CC(C)=CC=3)(=O)=O)[CH:57]=2)=[N:52]1.[OH-].[Li+]. Product: [F:97][C:95]1[CH:94]=[C:49]([CH:48]=[C:47]([F:46])[CH:96]=1)[CH2:50][N:51]1[CH:55]=[CH:54][C:53]([C:56]2[C:64]3[C:59](=[N:60][CH:61]=[C:62]([C:65]4[CH:66]=[CH:67][C:68]([N:71]5[CH2:72][CH2:73][N:74]([C:77]([O:79][C:80]([CH3:83])([CH3:82])[CH3:81])=[O:78])[CH2:75][CH2:76]5)=[CH:69][CH:70]=4)[CH:63]=3)[NH:58][CH:57]=2)=[N:52]1. The catalyst class is: 87.